This data is from Full USPTO retrosynthesis dataset with 1.9M reactions from patents (1976-2016). The task is: Predict the reactants needed to synthesize the given product. (1) The reactants are: [N+:1]([O-:4])(O)=[O:2].[C:5]1([CH2:15][C:16]([OH:18])=[O:17])[CH:10]=[CH:9][CH:8]=[CH:7][C:6]=1[CH2:11][C:12]([OH:14])=[O:13]. Given the product [N+:1]([C:9]1[CH:8]=[CH:7][C:6]([CH2:11][C:12]([OH:14])=[O:13])=[C:5]([CH2:15][C:16]([OH:18])=[O:17])[CH:10]=1)([O-:4])=[O:2], predict the reactants needed to synthesize it. (2) The reactants are: [CH2:1]([N:8]([CH2:19][CH2:20][C:21]1[CH:26]=[CH:25][C:24]([S:27]([C:30]2[CH:31]=[C:32]([OH:36])[CH:33]=[CH:34][CH:35]=2)(=[O:29])=[O:28])=[CH:23][CH:22]=1)[CH2:9][C@@H:10]([C:12]1[CH:17]=[CH:16][CH:15]=[C:14]([Cl:18])[CH:13]=1)[OH:11])[C:2]1[CH:7]=[CH:6][CH:5]=[CH:4][CH:3]=1.[C:37]1(=[O:41])[O:40][CH2:39][CH2:38]1.[CH3:42][C:43](C)([O-])C.[K+].Cl. Given the product [CH2:1]([N:8]([CH2:19][CH2:20][C:21]1[CH:26]=[CH:25][C:24]([S:27]([C:30]2[CH:31]=[C:32]([CH:33]=[CH:34][CH:35]=2)[O:36][CH2:42][CH2:43][C:37]([O:40][CH2:39][CH3:38])=[O:41])(=[O:29])=[O:28])=[CH:23][CH:22]=1)[CH2:9][CH:10]([C:12]1[CH:17]=[CH:16][CH:15]=[C:14]([Cl:18])[CH:13]=1)[OH:11])[C:2]1[CH:3]=[CH:4][CH:5]=[CH:6][CH:7]=1, predict the reactants needed to synthesize it. (3) Given the product [Na+:43].[F:41][C:2]([F:1])([F:40])[C:3]1[CH:4]=[C:5]([CH:33]=[C:34]([C:36]([F:37])([F:38])[F:39])[CH:35]=1)[CH2:6][N:7]([CH2:21][C:22]1[CH:27]=[C:26]([C:28]([F:31])([F:30])[F:29])[CH:25]=[CH:24][C:23]=1[OH:32])[C:8]1[N:9]=[CH:10][C:11]([O:14][CH2:15][CH2:16][CH2:17][C:18]([O-:20])=[O:19])=[CH:12][N:13]=1, predict the reactants needed to synthesize it. The reactants are: [F:1][C:2]([F:41])([F:40])[C:3]1[CH:4]=[C:5]([CH:33]=[C:34]([C:36]([F:39])([F:38])[F:37])[CH:35]=1)[CH2:6][N:7]([CH2:21][C:22]1[CH:27]=[C:26]([C:28]([F:31])([F:30])[F:29])[CH:25]=[CH:24][C:23]=1[OH:32])[C:8]1[N:13]=[CH:12][C:11]([O:14][CH2:15][CH2:16][CH2:17][C:18]([OH:20])=[O:19])=[CH:10][N:9]=1.[OH-].[Na+:43]. (4) Given the product [CH3:1][O:2][C:3]1[CH:10]=[C:9]([O:11][CH3:12])[CH:8]=[C:7]([O:13][CH3:14])[C:4]=1[C:5]#[N:25], predict the reactants needed to synthesize it. The reactants are: [CH3:1][O:2][C:3]1[CH:10]=[C:9]([O:11][CH3:12])[CH:8]=[C:7]([O:13][CH3:14])[C:4]=1[CH:5]=O.II.S([O-])([O-])(=O)=S.[Na+].[Na+].O.[NH3:25]. (5) Given the product [CH2:15]([N:1]([CH2:15][C:16]1[CH:21]=[CH:20][CH:19]=[CH:18][CH:17]=1)[C@H:2]1[CH2:7][CH2:6][C@H:5]([OH:8])[CH2:4][CH2:3]1)[C:16]1[CH:21]=[CH:20][CH:19]=[CH:18][CH:17]=1, predict the reactants needed to synthesize it. The reactants are: [NH2:1][C@H:2]1[CH2:7][CH2:6][C@H:5]([OH:8])[CH2:4][CH2:3]1.C(=O)([O-])[O-].[Cs+].[Cs+].[CH2:15](Br)[C:16]1[CH:21]=[CH:20][CH:19]=[CH:18][CH:17]=1. (6) The reactants are: [CH3:1][S:2]([C:5]1[CH:10]=[CH:9][C:8]([N:11]2[CH:16]=[CH:15][C:14]([O:17][CH:18]3[CH2:23][CH2:22][N:21](C(OC(C)(C)C)=O)[CH2:20][CH2:19]3)=[CH:13][C:12]2=[O:31])=[CH:7][CH:6]=1)(=[O:4])=[O:3].[ClH:32]. Given the product [ClH:32].[CH3:1][S:2]([C:5]1[CH:10]=[CH:9][C:8]([N:11]2[CH:16]=[CH:15][C:14]([O:17][CH:18]3[CH2:23][CH2:22][NH:21][CH2:20][CH2:19]3)=[CH:13][C:12]2=[O:31])=[CH:7][CH:6]=1)(=[O:3])=[O:4], predict the reactants needed to synthesize it.